From a dataset of Forward reaction prediction with 1.9M reactions from USPTO patents (1976-2016). Predict the product of the given reaction. (1) Given the reactants [NH2:1][C:2]1[C:7]([C:8]([O:10][CH3:11])=[O:9])=[CH:6][N:5]=[CH:4][C:3]=1Br.CC1(C)C(C)(C)OB([C:21]2[CH2:22][CH2:23][O:24][CH2:25][CH:26]=2)O1.C(=O)([O-])[O-].[Cs+].[Cs+].C1(P(C2C=CC=CC=2)C2C=CC=CC=2)C=CC=CC=1, predict the reaction product. The product is: [NH2:1][C:2]1[C:7]([C:8]([O:10][CH3:11])=[O:9])=[CH:6][N:5]=[CH:4][C:3]=1[C:21]1[CH2:26][CH2:25][O:24][CH2:23][CH:22]=1. (2) The product is: [ClH:39].[CH2:1]([C:3]1[O:4][C:5]([CH2:8][N:9]2[C:14]3[CH:15]=[C:16]([C:18]4[CH:23]=[CH:22][CH:21]=[CH:20][CH:19]=4)[S:17][C:13]=3[C:12](=[O:24])[N:11]([CH:25]3[CH2:30][CH2:29][NH:28][CH2:27][CH2:26]3)[C:10]2=[O:38])=[CH:6][N:7]=1)[CH3:2]. Given the reactants [CH2:1]([C:3]1[O:4][C:5]([CH2:8][N:9]2[C:14]3[CH:15]=[C:16]([C:18]4[CH:23]=[CH:22][CH:21]=[CH:20][CH:19]=4)[S:17][C:13]=3[C:12](=[O:24])[N:11]([CH:25]3[CH2:30][CH2:29][N:28](C(OC(C)(C)C)=O)[CH2:27][CH2:26]3)[C:10]2=[O:38])=[CH:6][N:7]=1)[CH3:2].[ClH:39], predict the reaction product. (3) Given the reactants [O:1]=[C:2]1[CH:19]=[C:18]([CH:20]2[CH2:25][CH2:24][N:23](C(OC(C)(C)C)=O)[CH2:22][CH2:21]2)[N:5]2[N:6]=[C:7]3[C:12]([C:11]([C:13]4[S:14][CH:15]=[CH:16][CH:17]=4)=[CH:10][CH:9]=[CH:8]3)=[C:4]2[NH:3]1.[ClH:33], predict the reaction product. The product is: [ClH:33].[NH:23]1[CH2:24][CH2:25][CH:20]([C:18]2[N:5]3[N:6]=[C:7]4[C:12]([C:11]([C:13]5[S:14][CH:15]=[CH:16][CH:17]=5)=[CH:10][CH:9]=[CH:8]4)=[C:4]3[NH:3][C:2](=[O:1])[CH:19]=2)[CH2:21][CH2:22]1. (4) The product is: [Si:37]([O:36][CH2:35][C:31]1([CH2:30][N:22]2[C:23]3[N:24]=[CH:25][N:26]=[CH:27][C:28]=3[C:20]([C:18]([C:16]3[CH:15]=[CH:14][N:13]=[C:12]([NH:11][C:9](=[O:10])[CH2:8][C:5]4[CH:6]=[CH:7][C:2]([Cl:1])=[CH:3][CH:4]=4)[CH:17]=3)=[O:19])=[CH:21]2)[CH2:32][O:33][CH2:34]1)([C:40]([CH3:43])([CH3:42])[CH3:41])([CH3:39])[CH3:38]. Given the reactants [Cl:1][C:2]1[CH:7]=[CH:6][C:5]([CH2:8][C:9]([NH:11][C:12]2[CH:17]=[C:16]([C:18]([C:20]3[C:28]4[CH:27]=[N:26][CH:25]=[N:24][C:23]=4[NH:22][CH:21]=3)=[O:19])[CH:15]=[CH:14][N:13]=2)=[O:10])=[CH:4][CH:3]=1.Br[CH2:30][C:31]1([CH2:35][O:36][Si:37]([C:40]([CH3:43])([CH3:42])[CH3:41])([CH3:39])[CH3:38])[CH2:34][O:33][CH2:32]1, predict the reaction product.